This data is from Catalyst prediction with 721,799 reactions and 888 catalyst types from USPTO. The task is: Predict which catalyst facilitates the given reaction. (1) Reactant: [CH3:1][O:2][CH2:3][CH2:4][N:5]1[C:9]([CH3:10])=[C:8]([CH3:11])[S:7][C:6]1=[NH:12].CCN(CC)CC.[N:20]1[C:29]2[C:24](=[CH:25][CH:26]=[CH:27][CH:28]=2)[C:23]([C:30](Cl)=[O:31])=[CH:22][CH:21]=1. Product: [CH3:1][O:2][CH2:3][CH2:4][N:5]1[C:9]([CH3:10])=[C:8]([CH3:11])[S:7]/[C:6]/1=[N:12]\[C:30]([C:23]1[C:24]2[C:29](=[CH:28][CH:27]=[CH:26][CH:25]=2)[N:20]=[CH:21][CH:22]=1)=[O:31]. The catalyst class is: 1. (2) Reactant: [F:1][C:2]1[CH:7]=[CH:6][C:5]([CH:8]([C:21]2[CH:26]=[CH:25][C:24]([F:27])=[CH:23][CH:22]=2)[C:9]2[C:17]3[C:12](=[C:13]([CH2:18][S:19][CH3:20])[CH:14]=[CH:15][CH:16]=3)[NH:11][CH:10]=2)=[C:4]([CH3:28])[CH:3]=1.ClCCl.ClC1C=CC=C(C(OO)=[O:40])C=1. Product: [F:1][C:2]1[CH:7]=[CH:6][C:5]([CH:8]([C:21]2[CH:22]=[CH:23][C:24]([F:27])=[CH:25][CH:26]=2)[C:9]2[C:17]3[C:12](=[C:13]([CH2:18][S:19]([CH3:20])=[O:40])[CH:14]=[CH:15][CH:16]=3)[NH:11][CH:10]=2)=[C:4]([CH3:28])[CH:3]=1. The catalyst class is: 5. (3) Reactant: [F:1][C:2]1[CH:10]=[C:9]([F:11])[C:8]([F:12])=[CH:7][C:3]=1[C:4]([OH:6])=[O:5].[C:13](Cl)(=O)[C:14](Cl)=O.C(O)C. Product: [CH2:13]([O:5][C:4](=[O:6])[C:3]1[CH:7]=[C:8]([F:12])[C:9]([F:11])=[CH:10][C:2]=1[F:1])[CH3:14]. The catalyst class is: 120. (4) Reactant: [Li+].[Cl:2][C:3]1[C:4]([C:10]([O-:12])=O)=[N:5][C:6]([CH3:9])=[CH:7][CH:8]=1.CCN(C(C)C)C(C)C.CN(C(ON1N=NC2C=CC=CC1=2)=[N+](C)C)C.[B-](F)(F)(F)F.[F:44][C:45]1[CH:46]=[CH:47][C:48]([O:51][CH2:52][CH2:53][C@@H:54]2[CH2:60][C@@H:59]3[C@@H:57]([CH2:58]3)[CH2:56][NH:55]2)=[N:49][CH:50]=1. Product: [Cl:2][C:3]1[C:4]([C:10]([N:55]2[C@H:54]([CH2:53][CH2:52][O:51][C:48]3[CH:47]=[CH:46][C:45]([F:44])=[CH:50][N:49]=3)[CH2:60][C@@H:59]3[C@@H:57]([CH2:58]3)[CH2:56]2)=[O:12])=[N:5][C:6]([CH3:9])=[CH:7][CH:8]=1. The catalyst class is: 2. (5) Reactant: F[C:2]1[CH:11]=[CH:10][C:5]([C:6]([O:8][CH3:9])=[O:7])=[CH:4][C:3]=1[N+:12]([O-:14])=[O:13].[SH:15][C:16]1[CH:25]=[CH:24][CH:23]=[CH:22][C:17]=1[C:18]([O:20][CH3:21])=[O:19].C([O-])([O-])=O.[Cs+].[Cs+]. Product: [CH3:21][O:20][C:18]([C:17]1[CH:22]=[CH:23][CH:24]=[CH:25][C:16]=1[S:15][C:2]1[CH:11]=[CH:10][C:5]([C:6]([O:8][CH3:9])=[O:7])=[CH:4][C:3]=1[N+:12]([O-:14])=[O:13])=[O:19]. The catalyst class is: 3. (6) Reactant: Br[C:2]1[CH:3]=[C:4]([CH2:8][C:9]([O:11][CH2:12][CH3:13])=[O:10])[CH:5]=[CH:6][CH:7]=1.[CH2:14]([O:16][P:17]([O-:21])[O:18][CH2:19][CH3:20])[CH3:15].C(N(CC)CC)C. Product: [CH2:14]([O:16][P:17]([C:2]1[CH:3]=[C:4]([CH2:8][C:9]([O:11][CH2:12][CH3:13])=[O:10])[CH:5]=[CH:6][CH:7]=1)([O:18][CH2:19][CH3:20])=[O:21])[CH3:15]. The catalyst class is: 11. (7) Product: [C:1]([O:4][C@@H:5]1[C@H:9]([O:10][C:11](=[O:13])[CH3:12])[C@@H:8]([C:14]2[N:15]=[N:16][N:17]([CH2:19][CH3:20])[N:18]=2)[O:7][C@H:6]1[N:21]1[CH:29]=[N:28][C:27]2[C:22]1=[N:23][C:24]([Cl:45])=[N:25][C:26]=2[NH:30][C@H:31]1[CH2:32][CH2:33][C@H:34]([NH:37][C:70]2[CH:69]=[CH:68][N:67]=[C:66]([Cl:65])[N:71]=2)[CH2:35][CH2:36]1)(=[O:3])[CH3:2]. The catalyst class is: 41. Reactant: [C:1]([O:4][C@@H:5]1[C@H:9]([O:10][C:11](=[O:13])[CH3:12])[C@@H:8]([C:14]2[N:15]=[N:16][N:17]([CH2:19][CH3:20])[N:18]=2)[O:7][C@H:6]1[N:21]1[CH:29]=[N:28][C:27]2[C:22]1=[N:23][C:24]([Cl:45])=[N:25][C:26]=2[NH:30][C@H:31]1[CH2:36][CH2:35][C@H:34]([NH:37]C(OC(C)(C)C)=O)[CH2:33][CH2:32]1)(=[O:3])[CH3:2].FC(F)(F)C(O)=O.ClCCl.C(N(CC)C(C)C)(C)C.[Cl:65][C:66]1[N:71]=[C:70](Cl)[CH:69]=[CH:68][N:67]=1. (8) The catalyst class is: 12. Product: [ClH:66].[NH2:57][CH2:56][C@H:53]1[CH2:54][CH2:55][C@H:50]([C:48]([NH:47][C@H:24]([C:25](=[O:46])[NH:26][C:27]2[CH:28]=[CH:29][C:30]([C:33]3[NH:37][N:36]=[C:35]([C:38]([F:44])([F:45])[C:39]([F:42])([F:43])[CH2:40][OH:41])[N:34]=3)=[CH:31][CH:32]=2)[CH2:23][C:20]2[CH:21]=[CH:22][C:17]([C:14]3[CH:15]=[CH:16][C:11]([C:9]([NH:8][C@H:5]4[CH2:6][CH2:7][C@H:2]([OH:1])[CH2:3][CH2:4]4)=[O:10])=[CH:12][C:13]=3[CH3:65])=[CH:18][CH:19]=2)=[O:49])[CH2:51][CH2:52]1. Reactant: [OH:1][C@H:2]1[CH2:7][CH2:6][C@H:5]([NH:8][C:9]([C:11]2[CH:16]=[CH:15][C:14]([C:17]3[CH:22]=[CH:21][C:20]([CH2:23][C@H:24]([NH:47][C:48]([C@H:50]4[CH2:55][CH2:54][C@H:53]([CH2:56][NH:57]C(=O)OC(C)(C)C)[CH2:52][CH2:51]4)=[O:49])[C:25](=[O:46])[NH:26][C:27]4[CH:32]=[CH:31][C:30]([C:33]5[NH:37][N:36]=[C:35]([C:38]([F:45])([F:44])[C:39]([F:43])([F:42])[CH2:40][OH:41])[N:34]=5)=[CH:29][CH:28]=4)=[CH:19][CH:18]=3)=[C:13]([CH3:65])[CH:12]=2)=[O:10])[CH2:4][CH2:3]1.[ClH:66].C(#N)C. (9) Reactant: C([NH:8][C:9]1[N:14]=[CH:13][C:12]2[NH:15][C:16](=[O:29])[N:17]([CH:18]3[CH:25]4[CH2:26][CH:21]5[CH2:22][C:23]([OH:28])([CH2:27][CH:19]3[CH2:20]5)[CH2:24]4)[C:11]=2[C:10]=1[N+:30]([O-])=O)C1C=CC=CC=1.C([O-])=O.[NH4+]. Product: [NH2:8][C:9]1[N:14]=[CH:13][C:12]2[NH:15][C:16](=[O:29])[N:17]([CH:18]3[CH:19]4[CH2:20][CH:21]5[CH2:22][C:23]([OH:28])([CH2:24][CH:25]3[CH2:26]5)[CH2:27]4)[C:11]=2[C:10]=1[NH2:30]. The catalyst class is: 43.